From a dataset of NCI-60 drug combinations with 297,098 pairs across 59 cell lines. Regression. Given two drug SMILES strings and cell line genomic features, predict the synergy score measuring deviation from expected non-interaction effect. (1) Drug 1: CCN(CC)CCCC(C)NC1=C2C=C(C=CC2=NC3=C1C=CC(=C3)Cl)OC. Drug 2: B(C(CC(C)C)NC(=O)C(CC1=CC=CC=C1)NC(=O)C2=NC=CN=C2)(O)O. Cell line: RXF 393. Synergy scores: CSS=37.6, Synergy_ZIP=-3.71, Synergy_Bliss=-1.11, Synergy_Loewe=-4.39, Synergy_HSA=0.0365. (2) Drug 1: C1C(C(OC1N2C=NC3=C(N=C(N=C32)Cl)N)CO)O. Drug 2: CC(C)(C#N)C1=CC(=CC(=C1)CN2C=NC=N2)C(C)(C)C#N. Cell line: HL-60(TB). Synergy scores: CSS=69.7, Synergy_ZIP=2.12, Synergy_Bliss=-4.81, Synergy_Loewe=-2.71, Synergy_HSA=-1.52. (3) Drug 1: COC1=C(C=C2C(=C1)N=CN=C2NC3=CC(=C(C=C3)F)Cl)OCCCN4CCOCC4. Drug 2: CC=C1C(=O)NC(C(=O)OC2CC(=O)NC(C(=O)NC(CSSCCC=C2)C(=O)N1)C(C)C)C(C)C. Cell line: SF-268. Synergy scores: CSS=70.9, Synergy_ZIP=-0.386, Synergy_Bliss=5.73, Synergy_Loewe=6.42, Synergy_HSA=7.73. (4) Drug 1: CC1CC2C3CCC4=CC(=O)C=CC4(C3(C(CC2(C1(C(=O)CO)O)C)O)F)C. Drug 2: B(C(CC(C)C)NC(=O)C(CC1=CC=CC=C1)NC(=O)C2=NC=CN=C2)(O)O. Cell line: HT29. Synergy scores: CSS=41.3, Synergy_ZIP=0.319, Synergy_Bliss=-0.559, Synergy_Loewe=-49.6, Synergy_HSA=-0.928. (5) Drug 1: CCC1=CC2CC(C3=C(CN(C2)C1)C4=CC=CC=C4N3)(C5=C(C=C6C(=C5)C78CCN9C7C(C=CC9)(C(C(C8N6C)(C(=O)OC)O)OC(=O)C)CC)OC)C(=O)OC.C(C(C(=O)O)O)(C(=O)O)O. Drug 2: C1=CC(=CC=C1CCCC(=O)O)N(CCCl)CCCl. Cell line: HT29. Synergy scores: CSS=48.5, Synergy_ZIP=-6.72, Synergy_Bliss=-13.0, Synergy_Loewe=-30.3, Synergy_HSA=-11.6. (6) Drug 1: C1=C(C(=O)NC(=O)N1)N(CCCl)CCCl. Drug 2: CC=C1C(=O)NC(C(=O)OC2CC(=O)NC(C(=O)NC(CSSCCC=C2)C(=O)N1)C(C)C)C(C)C. Cell line: OVCAR-5. Synergy scores: CSS=65.7, Synergy_ZIP=2.70, Synergy_Bliss=5.13, Synergy_Loewe=-12.3, Synergy_HSA=6.43.